This data is from Reaction yield outcomes from USPTO patents with 853,638 reactions. The task is: Predict the reaction yield, written as a fraction of the theoretical maximum amount of product (1.0 means a 100% yield; for example, 0.34 means a 34% yield). The reactants are [CH3:1][O:2][C:3]1[CH:4]=[C:5]2[C:9](=[CH:10][CH:11]=1)[NH:8][CH:7]=[C:6]2[C:12]1[N:24]([S:25]([C:28]2[CH:34]=[CH:33][C:31]([CH3:32])=[CH:30][CH:29]=2)(=[O:27])=[O:26])[C:15]2=[N:16][CH:17]=[C:18]3[CH:22]=[N:21][N:20]([CH3:23])[C:19]3=[C:14]2[CH:13]=1.[H-].[Na+].Cl[CH2:38][CH:39]1[CH2:41][O:40]1. The catalyst is CN(C=O)C. The product is [CH3:1][O:2][C:3]1[CH:4]=[C:5]2[C:9](=[CH:10][CH:11]=1)[N:8]([CH2:38][CH:39]1[CH2:41][O:40]1)[CH:7]=[C:6]2[C:12]1[N:24]([S:25]([C:28]2[CH:34]=[CH:33][C:31]([CH3:32])=[CH:30][CH:29]=2)(=[O:27])=[O:26])[C:15]2=[N:16][CH:17]=[C:18]3[CH:22]=[N:21][N:20]([CH3:23])[C:19]3=[C:14]2[CH:13]=1. The yield is 1.00.